Dataset: Forward reaction prediction with 1.9M reactions from USPTO patents (1976-2016). Task: Predict the product of the given reaction. (1) The product is: [Cl:1][C:2]1[CH:7]=[CH:6][C:5]([C:8](=[O:10])[CH2:9][C:14]([O:15][CH2:16][CH3:17])=[O:18])=[CH:4][C:3]=1[CH3:11]. Given the reactants [Cl:1][C:2]1[CH:7]=[CH:6][C:5]([C:8](=[O:10])[CH3:9])=[CH:4][C:3]=1[CH3:11].[H-].[Na+].[C:14](=O)([O:18]CC)[O:15][CH2:16][CH3:17].Cl, predict the reaction product. (2) The product is: [CH3:1][O:2][C:3]1[CH:4]=[CH:5][C:6]2[O:10][C:9]([CH:11]([NH:18][C:19]3[CH:20]=[CH:21][C:22]([C:25]([NH:27][CH2:28][CH2:29][C:30]([OH:32])=[O:31])=[O:26])=[CH:23][CH:24]=3)[CH2:12][CH2:13][CH2:14][CH2:15][S:16][CH3:17])=[C:8]([CH3:35])[C:7]=2[CH:36]=1. Given the reactants [CH3:1][O:2][C:3]1[CH:4]=[CH:5][C:6]2[O:10][C:9]([CH:11]([NH:18][C:19]3[CH:24]=[CH:23][C:22]([C:25]([NH:27][CH2:28][CH2:29][C:30]([O:32]CC)=[O:31])=[O:26])=[CH:21][CH:20]=3)[CH2:12][CH2:13][CH2:14][CH2:15][S:16][CH3:17])=[C:8]([CH3:35])[C:7]=2[CH:36]=1.O1CCCC1.[OH-].[Na+], predict the reaction product. (3) Given the reactants [CH3:1][C:2]1[CH:7]=[C:6]([CH2:8][N:9]2[CH2:13][CH2:12][CH2:11][CH2:10]2)[CH:5]=[CH:4][C:3]=1[NH:14][C:15]1[O:16][CH2:17][C:18](=[O:23])[C:19]=1[C:20]([O-:22])=[O:21].[NH:24]1[C:32]2[C:27](=[CH:28][CH:29]=[CH:30][N:31]=2)[C:26]([CH:33]=O)=[CH:25]1.N1CCC[CH2:37][CH2:36]1, predict the reaction product. The product is: [NH:24]1[C:32]2=[N:31][CH:30]=[CH:29][CH:28]=[C:27]2[C:26]([CH:33]=[C:17]2[O:16][C:15]([NH:14][C:3]3[CH:4]=[CH:5][C:6]([CH2:8][N:9]4[CH2:13][CH2:12][CH2:11][CH2:10]4)=[CH:7][C:2]=3[CH3:1])=[C:19]([C:20]([O:22][CH2:36][CH3:37])=[O:21])[C:18]2=[O:23])=[CH:25]1. (4) Given the reactants [CH3:1][C:2]1[CH:3]=[CH:4][C:5]([NH:21][C:22]([C:24]2[CH:25]=[CH:26][C:27]([CH2:30][N:31]3[CH2:36][CH2:35][N:34]([CH3:37])[CH2:33][CH2:32]3)=[CH:28][CH:29]=2)=[O:23])=[CH:6][C:7]=1[NH:8][C:9]1[N:10]=[CH:11][CH:12]=[C:13]([C:15]2[CH:16]=[CH:17][CH:18]=[N:19][CH:20]=2)[N:14]=1.[C:38]([O:44][CH2:45][I:46])(=[O:43])[C:39]([CH3:42])([CH3:41])[CH3:40], predict the reaction product. The product is: [I-:46].[CH3:37][N+:34]1([CH2:45][O:44][C:38](=[O:43])[C:39]([CH3:42])([CH3:41])[CH3:40])[CH2:33][CH2:32][N:31]([CH2:30][C:27]2[CH:28]=[CH:29][C:24]([C:22](=[O:23])[NH:21][C:5]3[CH:4]=[CH:3][C:2]([CH3:1])=[C:7]([NH:8][C:9]4[N:14]=[C:13]([C:15]5[CH:20]=[N:19][CH:18]=[CH:17][CH:16]=5)[CH:12]=[CH:11][N:10]=4)[CH:6]=3)=[CH:25][CH:26]=2)[CH2:36][CH2:35]1. (5) Given the reactants C(OC([O:6][CH:7]1[CH2:19][CH2:18][C:17]([O:21]C(OCC)C)([CH3:20])[CH:16]([O:27][C:28]([N:30]2[CH2:35][CH2:34][CH:33]([N:36]3[CH2:40][CH2:39][CH2:38][CH2:37]3)[CH2:32][CH2:31]2)=[O:29])[CH:15]=[CH:14][CH:13]([CH3:41])[CH:12](/[C:42](/[CH3:69])=[CH:43]/[CH:44]=[CH:45]/[C:46]([O:63]C(OCC)C)([CH3:62])[CH2:47][CH:48]2[O:61][CH:49]2[CH:50]([CH3:60])[CH:51]([O:54]C(OCC)C)[CH2:52][CH3:53])[O:11][C:9](=[O:10])[CH2:8]1)C)C.C1(C)C=CC(S([O-])(=O)=O)=CC=1.[NH+]1C=CC=CC=1.CC(O)(C)C, predict the reaction product. The product is: [OH:6][CH:7]1[CH2:19][CH2:18][C:17]([OH:21])([CH3:20])[CH:16]([O:27][C:28]([N:30]2[CH2:31][CH2:32][CH:33]([N:36]3[CH2:40][CH2:39][CH2:38][CH2:37]3)[CH2:34][CH2:35]2)=[O:29])[CH:15]=[CH:14][CH:13]([CH3:41])[CH:12](/[C:42](/[CH3:69])=[CH:43]/[CH:44]=[CH:45]/[C:46]([OH:63])([CH3:62])[CH2:47][CH:48]2[O:61][CH:49]2[CH:50]([CH3:60])[CH:51]([OH:54])[CH2:52][CH3:53])[O:11][C:9](=[O:10])[CH2:8]1. (6) Given the reactants [Cl:1][C:2]1[C:11]2[C:6](=[CH:7][CH:8]=[C:9]([S:12](Cl)(=[O:14])=[O:13])[CH:10]=2)[C:5]([Cl:16])=[CH:4][N:3]=1.[NH2:17][C:18]1([C:25]([O:27][CH3:28])=[O:26])[CH2:23][CH2:22][N:21]([CH3:24])[CH2:20][CH2:19]1.C(N(CC)CC)C, predict the reaction product. The product is: [NH3:3].[Cl:1][C:2]1[C:11]2[C:6](=[CH:7][CH:8]=[C:9]([S:12]([NH:17][C:18]3([C:25]([O:27][CH3:28])=[O:26])[CH2:19][CH2:20][N:21]([CH3:24])[CH2:22][CH2:23]3)(=[O:14])=[O:13])[CH:10]=2)[C:5]([Cl:16])=[CH:4][N:3]=1. (7) Given the reactants [S:1]1[C:5]([CH2:6][O:7][C:8]([NH:10][C@H:11]([CH2:33][C:34]2[CH:39]=[CH:38][CH:37]=[CH:36][CH:35]=2)[CH2:12][NH:13][CH2:14][C@@H:15]([NH:23][C:24]([O:26][CH2:27][C:28]2[S:32][CH:31]=[N:30][CH:29]=2)=[O:25])[CH2:16][C:17]2[CH:22]=[CH:21][CH:20]=[CH:19][CH:18]=2)=[O:9])=[CH:4][N:3]=[CH:2]1.[CH3:40][CH:41]([CH3:45])[CH2:42][CH:43]=O.C(O)(=O)C.C(O[BH-](OC(=O)C)OC(=O)C)(=O)C.[Na+], predict the reaction product. The product is: [CH3:40][CH:41]([CH3:45])[CH2:42][CH2:43][N:13]([CH2:14][C@H:15]([NH:23][C:24]([O:26][CH2:27][C:28]1[S:32][CH:31]=[N:30][CH:29]=1)=[O:25])[CH2:16][C:17]1[CH:18]=[CH:19][CH:20]=[CH:21][CH:22]=1)[CH2:12][C@@H:11]([NH:10][C:8]([O:7][CH2:6][C:5]1[S:1][CH:2]=[N:3][CH:4]=1)=[O:9])[CH2:33][C:34]1[CH:39]=[CH:38][CH:37]=[CH:36][CH:35]=1.